From a dataset of Forward reaction prediction with 1.9M reactions from USPTO patents (1976-2016). Predict the product of the given reaction. (1) Given the reactants [Cl:1][C:2]1[N:7]=[C:6](Cl)[C:5]([Cl:9])=[CH:4][N:3]=1.[NH2:10][CH:11]1[CH2:16][CH2:15][N:14]([C:17]2[CH:24]=[CH:23][C:20]([C:21]#[N:22])=[CH:19][N:18]=2)[CH2:13][CH2:12]1.C(N(CC)CC)C, predict the reaction product. The product is: [Cl:1][C:2]1[N:7]=[C:6]([NH:10][CH:11]2[CH2:16][CH2:15][N:14]([C:17]3[CH:24]=[CH:23][C:20]([C:21]#[N:22])=[CH:19][N:18]=3)[CH2:13][CH2:12]2)[C:5]([Cl:9])=[CH:4][N:3]=1. (2) The product is: [Br:1][C:2]1[C:10]([O:11][CH3:19])=[CH:9][CH:8]=[C:7]2[C:3]=1[CH:4]=[C:5]([C:12]([OH:14])=[O:13])[NH:6]2. Given the reactants [Br:1][C:2]1[C:10]([OH:11])=[CH:9][CH:8]=[C:7]2[C:3]=1[CH:4]=[C:5]([C:12]([O:14]CC)=[O:13])[NH:6]2.[OH-].[K+].[CH2:19](O)C, predict the reaction product. (3) Given the reactants P(Cl)(Cl)(Cl)=O.[CH3:6][C:7]1[N:12]([C:13]2[CH:18]=[CH:17][CH:16]=[C:15]([C:19]([F:22])([F:21])[F:20])[CH:14]=2)[C:11](=[O:23])[C:10]([C:24]([NH:26][CH2:27][C:28]2[CH:33]=[CH:32][C:31]([S:34]([CH3:37])(=[O:36])=[O:35])=[CH:30][CH:29]=2)=[O:25])=[CH:9][CH:8]=1.[C:38](=O)([O-])[O-:39].[K+].[K+].C(=O)([O-])[O-].[Na+].[Na+], predict the reaction product. The product is: [CH3:37][S:34]([C:31]1[CH:30]=[CH:29][C:28]([CH2:27][NH:26][C:24]([C:10]2[C:11](=[O:23])[N:12]([C:13]3[CH:18]=[CH:17][CH:16]=[C:15]([C:19]([F:22])([F:20])[F:21])[CH:14]=3)[C:7]([CH2:6][CH:38]=[O:39])=[CH:8][CH:9]=2)=[O:25])=[CH:33][CH:32]=1)(=[O:36])=[O:35].